Dataset: Full USPTO retrosynthesis dataset with 1.9M reactions from patents (1976-2016). Task: Predict the reactants needed to synthesize the given product. (1) Given the product [F:1][C:2]1[C:3]([NH2:10])=[N:4][C:5]([S:13]([CH3:22])(=[O:15])=[O:12])=[N:6][CH:7]=1, predict the reactants needed to synthesize it. The reactants are: [F:1][C:2]1[C:3]([NH2:10])=[N:4][C:5](SC)=[N:6][CH:7]=1.O[O:12][S:13]([O-:15])=O.[K+].S(=O)(O)[O-].[Na+].[CH3:22]O. (2) Given the product [C:8]([N:33]1[CH2:34][CH2:35][C:36]2[N:37]=[C:29]([C:26]3[CH:25]=[CH:24][C:23]([O:22][C@H:20]4[CH2:19][C@H:18]([N:12]5[CH2:17][CH2:16][CH2:15][CH2:14][CH2:13]5)[CH2:21]4)=[CH:28][CH:27]=3)[S:30][C:31]=2[CH2:32]1)(=[O:10])[CH3:9], predict the reactants needed to synthesize it. The reactants are: C(N(CC)CC)C.[C:8](Cl)(=[O:10])[CH3:9].[N:12]1([C@H:18]2[CH2:21][C@H:20]([O:22][C:23]3[CH:28]=[CH:27][C:26]([C:29]4[S:30][C:31]5[CH2:32][NH:33][CH2:34][CH2:35][C:36]=5[N:37]=4)=[CH:25][CH:24]=3)[CH2:19]2)[CH2:17][CH2:16][CH2:15][CH2:14][CH2:13]1. (3) Given the product [Cl:10][C:4]1[N:3]=[C:2]([NH2:1])[N:7]=[C:6]([NH:23][C@H:18]2[C:17]3[C:22](=[C:13]([F:12])[CH:14]=[CH:15][CH:16]=3)[O:21][CH2:20][CH2:19]2)[C:5]=1[NH2:9], predict the reactants needed to synthesize it. The reactants are: [NH2:1][C:2]1[N:7]=[C:6](Cl)[C:5]([NH2:9])=[C:4]([Cl:10])[N:3]=1.Cl.[F:12][C:13]1[CH:14]=[CH:15][CH:16]=[C:17]2[C:22]=1[O:21][CH2:20][CH2:19][C@H:18]2[NH2:23].C(=O)(O)[O-].[Na+]. (4) Given the product [CH3:16][C:15]1[C:6]([C:4]([C:19]2[N:20]=[CH:21][N:22]([C:24]([C:25]3[CH:30]=[CH:29][CH:28]=[CH:27][CH:26]=3)([C:37]3[CH:38]=[CH:39][CH:40]=[CH:41][CH:42]=3)[C:31]3[CH:32]=[CH:33][CH:34]=[CH:35][CH:36]=3)[CH:23]=2)=[O:5])=[CH:7][CH:8]=[C:9]2[C:14]=1[N:13]=[CH:12][CH:11]=[CH:10]2, predict the reactants needed to synthesize it. The reactants are: CON(C)[C:4]([C:6]1[C:15]([CH3:16])=[C:14]2[C:9]([CH:10]=[CH:11][CH:12]=[N:13]2)=[CH:8][CH:7]=1)=[O:5].I[C:19]1[N:20]=[CH:21][N:22]([C:24]([C:37]2[CH:42]=[CH:41][CH:40]=[CH:39][CH:38]=2)([C:31]2[CH:36]=[CH:35][CH:34]=[CH:33][CH:32]=2)[C:25]2[CH:30]=[CH:29][CH:28]=[CH:27][CH:26]=2)[CH:23]=1.CC1N=CN(C(C2C=CC=CC=2)(C2C=CC=CC=2)C2C=CC=CC=2)C=1C(C1C=CC=C2C=1N=CC=C2)O.N1C2C(=CC=CC=2C=O)C=CC=1. (5) The reactants are: [Cl:1][C:2]1[CH:7]=[CH:6][C:5]([CH:8]([C:24]2[CH:29]=[CH:28][CH:27]=[CH:26][CH:25]=2)[N:9]2[CH2:14][CH2:13][N:12](CC3C=CC(OC)=CC=3)[CH2:11][CH2:10]2)=[CH:4][CH:3]=1.ClC(OC(Cl)C)=O.Cl. Given the product [Cl:1][C:2]1[CH:3]=[CH:4][C:5]([CH:8]([C:24]2[CH:25]=[CH:26][CH:27]=[CH:28][CH:29]=2)[N:9]2[CH2:10][CH2:11][NH:12][CH2:13][CH2:14]2)=[CH:6][CH:7]=1, predict the reactants needed to synthesize it. (6) Given the product [CH2:66]([O:65][C:62]1[CH:63]=[CH:64][C:59]([C:48]2[C:49]3[CH:54]=[CH:53][N:52]([CH2:55][C:56]([N:5]4[CH2:6][CH2:7][N:2]([CH3:1])[CH2:3][CH2:4]4)=[O:57])[C:50]=3[N:51]=[C:46]([C:44]#[N:45])[N:47]=2)=[CH:60][C:61]=1[C:68]([F:69])([F:70])[F:71])[CH3:67], predict the reactants needed to synthesize it. The reactants are: [CH3:1][N:2]1[CH2:7][CH2:6][NH:5][CH2:4][CH2:3]1.C(N(CC)C(C)C)(C)C.F[P-](F)(F)(F)(F)F.C(C(=NO[C+](N(C)C)N1CCOCC1)C(OCC)=O)#N.[C:44]([C:46]1[N:47]=[C:48]([C:59]2[CH:64]=[CH:63][C:62]([O:65][CH2:66][CH3:67])=[C:61]([C:68]([F:71])([F:70])[F:69])[CH:60]=2)[C:49]2[CH:54]=[CH:53][N:52]([CH2:55][C:56](O)=[O:57])[C:50]=2[N:51]=1)#[N:45]. (7) Given the product [NH2:22][C:21]1[C:15]2[C:16](=[CH:17][CH:18]=[CH:19][C:14]=2[O:13][CH2:12][C@@H:11]([NH2:10])[CH3:23])[N:20]=[C:26]([CH3:33])[C:27]=1[C:28]([O:30][CH2:31][CH3:32])=[O:29], predict the reactants needed to synthesize it. The reactants are: C(OC(=O)[NH:10][C@@H:11]([CH3:23])[CH2:12][O:13][C:14]1[CH:19]=[CH:18][CH:17]=[C:16]([NH2:20])[C:15]=1[C:21]#[N:22])C1C=CC=CC=1.O=[C:26]([CH3:33])[CH2:27][C:28]([O:30][CH2:31][CH3:32])=[O:29]. (8) The reactants are: [Cl:1][C:2]1[CH:21]=[CH:20][C:5]2[O:6][C:7]3[CH:19]=[CH:18][CH:17]=[CH:16][C:8]=3[C:9]3[CH2:13][N:12]([CH3:14])[C:11](=[O:15])[C:10]=3[C:4]=2[CH:3]=1.[Mg].Cl. Given the product [Cl:1][C:2]1[CH:21]=[CH:20][C:5]2[O:6][C:7]3[CH:19]=[CH:18][CH:17]=[CH:16][C:8]=3[C@H:9]3[CH2:13][N:12]([CH3:14])[C:11](=[O:15])[C@@H:10]3[C:4]=2[CH:3]=1, predict the reactants needed to synthesize it. (9) Given the product [Br:27][CH2:2][CH:3]1[CH2:7][N:6]([C:8]2[CH:9]=[N:10][N:11]3[CH2:16][C@H:15]([CH3:17])[N:14]([C:18]([O:20][C:21]([CH3:24])([CH3:23])[CH3:22])=[O:19])[CH2:13][C:12]=23)[C:5](=[O:25])[CH2:4]1, predict the reactants needed to synthesize it. The reactants are: O[CH2:2][CH:3]1[CH2:7][N:6]([C:8]2[CH:9]=[N:10][N:11]3[CH2:16][C@H:15]([CH3:17])[N:14]([C:18]([O:20][C:21]([CH3:24])([CH3:23])[CH3:22])=[O:19])[CH2:13][C:12]=23)[C:5](=[O:25])[CH2:4]1.P(Br)(Br)[Br:27].CC(OC(OC(OC(C)(C)C)=O)=O)(C)C.C([O-])(O)=O.[Na+].